From a dataset of Forward reaction prediction with 1.9M reactions from USPTO patents (1976-2016). Predict the product of the given reaction. Given the reactants C[O:2][C:3](=[O:24])[CH2:4][C:5]1[CH:10]=[C:9]([CH3:11])[C:8]([O:12][C:13]2[N:14]=[N:15][C:16]([Cl:22])=[C:17]([CH:19]([CH3:21])[CH3:20])[CH:18]=2)=[C:7]([CH3:23])[CH:6]=1.[OH-].[Na+], predict the reaction product. The product is: [Cl:22][C:16]1[N:15]=[N:14][C:13]([O:12][C:8]2[C:9]([CH3:11])=[CH:10][C:5]([CH2:4][C:3]([OH:24])=[O:2])=[CH:6][C:7]=2[CH3:23])=[CH:18][C:17]=1[CH:19]([CH3:21])[CH3:20].